Dataset: Catalyst prediction with 721,799 reactions and 888 catalyst types from USPTO. Task: Predict which catalyst facilitates the given reaction. (1) Reactant: [CH2:1]([N:3]1[C:7]2=[N:8][C:9]([CH2:45][CH3:46])=[C:10]([CH2:19][N:20]([CH2:29][C:30]3[CH:31]=[C:32]([C:37]4[CH:42]=[CH:41][CH:40]=[C:39]([CH:43]=O)[CH:38]=4)[C:33]([CH3:36])=[CH:34][CH:35]=3)[C:21]([C:23]3([C:26]([NH2:28])=[O:27])[CH2:25][CH2:24]3)=[O:22])[C:11]([NH:12][CH:13]3[CH2:18][CH2:17][O:16][CH2:15][CH2:14]3)=[C:6]2[CH:5]=[N:4]1)[CH3:2].C([N:54]1[CH2:59][CH2:58][NH:57][C@H:56]([CH3:60])[CH2:55]1)(OC(C)(C)C)=O.C(O[BH-](OC(=O)C)OC(=O)C)(=O)C.[Na+].C(O)(=O)C. Product: [CH2:1]([N:3]1[C:7]2=[N:8][C:9]([CH2:45][CH3:46])=[C:10]([CH2:19][N:20]([CH2:29][C:30]3[CH:31]=[C:32]([C:37]4[CH:42]=[CH:41][CH:40]=[C:39]([CH2:43][N:54]5[CH2:59][CH2:58][NH:57][C@@H:56]([CH3:60])[CH2:55]5)[CH:38]=4)[C:33]([CH3:36])=[CH:34][CH:35]=3)[C:21]([C:23]3([C:26]([NH2:28])=[O:27])[CH2:24][CH2:25]3)=[O:22])[C:11]([NH:12][CH:13]3[CH2:14][CH2:15][O:16][CH2:17][CH2:18]3)=[C:6]2[CH:5]=[N:4]1)[CH3:2]. The catalyst class is: 157. (2) Reactant: [F:1][C:2]1[CH:7]=[C:6]([C:8]2[C:9]3[C:10]4[CH:24]=[CH:23][S:22][C:11]=4[C:12](=[O:21])[NH:13][C:14]=3[C:15]([CH3:20])=[CH:16][C:17]=2[O:18][CH3:19])[CH:5]=[CH:4][C:3]=1[CH:25]([CH3:36])[CH2:26][N:27](C)[C:28](=O)OC(C)(C)C.[ClH:37]. Product: [ClH:37].[F:1][C:2]1[CH:7]=[C:6]([C:8]2[C:9]3[C:10]4[CH:24]=[CH:23][S:22][C:11]=4[C:12](=[O:21])[NH:13][C:14]=3[C:15]([CH3:20])=[CH:16][C:17]=2[O:18][CH3:19])[CH:5]=[CH:4][C:3]=1[CH:25]([CH3:36])[CH2:26][NH:27][CH3:28]. The catalyst class is: 28.